From a dataset of Full USPTO retrosynthesis dataset with 1.9M reactions from patents (1976-2016). Predict the reactants needed to synthesize the given product. (1) Given the product [C:25]([O:28][CH2:29][C:30]1[C:31]([N:39]2[N:48]=[CH:47][C:46]3[C:41](=[C:42]([F:53])[CH:43]=[C:44]([C:49]([CH3:51])([CH3:50])[CH3:52])[CH:45]=3)[C:40]2=[O:54])=[N:32][CH:33]=[CH:34][C:35]=1[C:2]1[CH:3]=[C:4]([NH:10][C:11]2[CH:16]=[CH:15][C:14]([C:17]([N:19]3[CH2:24][CH2:23][O:22][CH2:21][CH2:20]3)=[O:18])=[CH:13][N:12]=2)[C:5](=[O:9])[N:6]([CH3:8])[N:7]=1)(=[O:27])[CH3:26], predict the reactants needed to synthesize it. The reactants are: Cl[C:2]1[CH:3]=[C:4]([NH:10][C:11]2[CH:16]=[CH:15][C:14]([C:17]([N:19]3[CH2:24][CH2:23][O:22][CH2:21][CH2:20]3)=[O:18])=[CH:13][N:12]=2)[C:5](=[O:9])[N:6]([CH3:8])[N:7]=1.[C:25]([O:28][CH2:29][C:30]1[C:31]([N:39]2[N:48]=[CH:47][C:46]3[C:41](=[C:42]([F:53])[CH:43]=[C:44]([C:49]([CH3:52])([CH3:51])[CH3:50])[CH:45]=3)[C:40]2=[O:54])=[N:32][CH:33]=[CH:34][C:35]=1B(O)O)(=[O:27])[CH3:26].[O-]P([O-])([O-])=O.[K+].[K+].[K+].O.O.O.C([O-])(=O)C.[Na+]. (2) Given the product [CH:29]1[C:30]2[C:35](=[CH:34][CH:33]=[CH:32][CH:31]=2)[CH:36]=[CH:37][C:28]=1[CH2:22][C:23]([OH:25])=[O:24], predict the reactants needed to synthesize it. The reactants are: C(OC(NC(C)(C)C(N[C@H](CC1C2C(=CC=CC=2)NC=1)C(NC1N=C([CH:22]([C:28]2[CH:37]=[CH:36][C:35]3[C:30](=[CH:31][CH:32]=[CH:33][CH:34]=3)[CH:29]=2)[C:23]([O:25]CC)=[O:24])NC=1)=O)=O)=O)(C)(C)C.[OH-].[Li+].O1CCOCC1. (3) Given the product [Cl:57][C:18]1[CH:20]=[CH:16][N:15]=[C:14]([C:11]2[C:10]3[C:5]([NH:4][CH:1]([CH3:3])[CH3:2])=[N:6][CH:7]=[CH:8][C:9]=3[NH:13][N:12]=2)[CH:19]=1, predict the reactants needed to synthesize it. The reactants are: [CH:1]([NH:4][C:5]1[C:10]2[C:11]([C:14]3[CH:19]=[C:18]([C:20](F)(F)F)N=[CH:16][N:15]=3)=[N:12][NH:13][C:9]=2[CH:8]=[CH:7][N:6]=1)([CH3:3])[CH3:2].C(NC1C2C([Sn](C)(C)C)=NN(CC3C=CC(OC)=CC=3)C=2C=CN=1)(C)C.BrC1C=C([Cl:57])C=CN=1. (4) Given the product [CH3:22][N:2]([CH3:1])[C:3]1[CH:4]=[CH:5][C:6]([CH2:7][NH:8][C:9]([C@H:10]([NH:18][C:23]([CH2:24][CH2:25][C:26]([OH:28])=[O:27])=[O:29])[CH2:11][C:12]2[CH:13]=[CH:14][CH:15]=[CH:16][CH:17]=2)=[O:19])=[CH:20][CH:21]=1, predict the reactants needed to synthesize it. The reactants are: [CH3:1][N:2]([CH3:22])[C:3]1[CH:21]=[CH:20][C:6]([CH2:7][NH:8][C:9](=[O:19])[C@H:10]([NH2:18])[CH2:11][C:12]2[CH:17]=[CH:16][CH:15]=[CH:14][CH:13]=2)=[CH:5][CH:4]=1.[C:23]1(=[O:29])[O:28][C:26](=[O:27])[CH2:25][CH2:24]1. (5) The reactants are: [CH3:1][N:2]1[CH2:7][CH2:6][N:5]([C:8]([C:10]2([C:16]3[CH:21]=[CH:20][CH:19]=[CH:18][CH:17]=3)[CH2:15][CH2:14][NH:13][CH2:12][CH2:11]2)=[O:9])[CH2:4][CH2:3]1.[C:22]1([CH:28]([C:33]2[CH:38]=[CH:37][CH:36]=[CH:35][CH:34]=2)[CH2:29][C:30](O)=[O:31])[CH:27]=[CH:26][CH:25]=[CH:24][CH:23]=1.CCN=C=NCCCN(C)C.Cl. Given the product [CH3:1][N:2]1[CH2:7][CH2:6][N:5]([C:8]([C:10]2([C:16]3[CH:21]=[CH:20][CH:19]=[CH:18][CH:17]=3)[CH2:11][CH2:12][N:13]([C:30](=[O:31])[CH2:29][CH:28]([C:22]3[CH:27]=[CH:26][CH:25]=[CH:24][CH:23]=3)[C:33]3[CH:38]=[CH:37][CH:36]=[CH:35][CH:34]=3)[CH2:14][CH2:15]2)=[O:9])[CH2:4][CH2:3]1, predict the reactants needed to synthesize it. (6) Given the product [CH2:8]([O:7][C:5](=[O:6])[C:4]1[CH:10]=[CH:11][N:12]=[C:2]([NH:1][C:24]([NH:23][CH:20]([CH3:22])[CH3:21])=[O:25])[CH:3]=1)[CH3:9], predict the reactants needed to synthesize it. The reactants are: [NH2:1][C:2]1[CH:3]=[C:4]([CH:10]=[CH:11][N:12]=1)[C:5]([O:7][CH2:8][CH3:9])=[O:6].C(N(CC)CC)C.[CH:20]([N:23]=[C:24]=[O:25])([CH3:22])[CH3:21]. (7) Given the product [Br:2][C:3]1[CH:4]=[C:5]([N:9]2[C:23]([C:24]3[CH:29]=[CH:28][CH:27]=[C:26]([Cl:31])[CH:25]=3)=[CH:22][C:21]([C:32]([O:34][CH2:35][CH3:36])=[O:33])=[N:10]2)[CH:6]=[CH:7][CH:8]=1, predict the reactants needed to synthesize it. The reactants are: Cl.[Br:2][C:3]1[CH:4]=[C:5]([NH:9][NH2:10])[CH:6]=[CH:7][CH:8]=1.ClC1C=C(N2[C:23]([C:24]3[CH:29]=[C:28](F)[CH:27]=[C:26]([Cl:31])[CH:25]=3)=[CH:22][C:21]([C:32]([O:34][CH2:35][CH3:36])=[O:33])=N2)C=CC=1F. (8) Given the product [F:1][C:2]1[CH:3]=[C:4]([C:9]2[C:10](=[O:12])[O:11][CH2:14][C:15]=2[C:17]2[CH:18]=[CH:19][C:20]([S:23]([CH3:26])(=[O:25])=[O:24])=[CH:21][CH:22]=2)[CH:5]=[CH:6][C:7]=1[F:8], predict the reactants needed to synthesize it. The reactants are: [F:1][C:2]1[CH:3]=[C:4]([CH2:9][C:10]([OH:12])=[O:11])[CH:5]=[CH:6][C:7]=1[F:8].Br[CH2:14][C:15]([C:17]1[CH:22]=[CH:21][C:20]([S:23]([CH3:26])(=[O:25])=[O:24])=[CH:19][CH:18]=1)=O.C1CCN2C(=NCCC2)CC1.Cl.